Dataset: Peptide-MHC class I binding affinity with 185,985 pairs from IEDB/IMGT. Task: Regression. Given a peptide amino acid sequence and an MHC pseudo amino acid sequence, predict their binding affinity value. This is MHC class I binding data. (1) The peptide sequence is VYAEPPKPF. The MHC is HLA-A24:02 with pseudo-sequence HLA-A24:02. The binding affinity (normalized) is 0.723. (2) The peptide sequence is HIKVDHPDK. The MHC is HLA-A11:01 with pseudo-sequence HLA-A11:01. The binding affinity (normalized) is 0.201. (3) The peptide sequence is LADTSLSGY. The MHC is HLA-A31:01 with pseudo-sequence HLA-A31:01. The binding affinity (normalized) is 0.0847. (4) The peptide sequence is KTKDYVNGL. The MHC is Mamu-A02 with pseudo-sequence Mamu-A02. The binding affinity (normalized) is 0.409. (5) The peptide sequence is TPVMSRFAA. The MHC is HLA-A29:02 with pseudo-sequence HLA-A29:02. The binding affinity (normalized) is 0.0847. (6) The peptide sequence is AVRNAKAAV. The MHC is HLA-B40:01 with pseudo-sequence HLA-B40:01. The binding affinity (normalized) is 0.0847. (7) The peptide sequence is FYHISTGGY. The MHC is HLA-B57:01 with pseudo-sequence HLA-B57:01. The binding affinity (normalized) is 0.0847.